This data is from Full USPTO retrosynthesis dataset with 1.9M reactions from patents (1976-2016). The task is: Predict the reactants needed to synthesize the given product. (1) Given the product [F:28][C:29]([F:44])([F:43])[C:30]1[CH:31]=[C:32]([C:33]([N:8]2[CH2:13][CH2:12][C@H:11]([N:22]3[CH2:27][CH2:26][O:25][CH2:24][CH2:23]3)[C@H:10]([C:15]3[CH:20]=[CH:19][CH:18]=[CH:17][C:16]=3[CH3:21])[CH2:9]2)=[O:34])[CH:36]=[C:37]([C:39]([F:42])([F:41])[F:40])[CH:38]=1, predict the reactants needed to synthesize it. The reactants are: C([N:8]1[CH2:13][CH2:12][C:11](=O)[CH:10]([C:15]2[CH:20]=[CH:19][CH:18]=[CH:17][C:16]=2[CH3:21])[CH2:9]1)C1C=CC=CC=1.[NH:22]1[CH2:27][CH2:26][O:25][CH2:24][CH2:23]1.[F:28][C:29]([F:44])([F:43])[C:30]1[CH:31]=[C:32]([CH:36]=[C:37]([C:39]([F:42])([F:41])[F:40])[CH:38]=1)[C:33](Cl)=[O:34]. (2) Given the product [C:21]([NH:17][C:15]([CH:13]1[C:14]2[CH:1]=[CH:2][CH:3]=[CH:4][C:5]=2[O:6][C:7]2[C:12]1=[CH:11][CH:10]=[CH:9][CH:8]=2)=[O:16])(=[O:22])[CH2:18][CH2:19][CH3:20], predict the reactants needed to synthesize it. The reactants are: [CH:1]1[C:14]2[CH:13]([C:15]([NH2:17])=[O:16])[C:12]3[C:7](=[CH:8][CH:9]=[CH:10][CH:11]=3)[O:6][C:5]=2[CH:4]=[CH:3][CH:2]=1.[CH2:18]([C:21](Cl)=[O:22])[CH2:19][CH3:20]. (3) Given the product [NH2:28][C:27]1[CH:39]=[CH:40][C:24]([CH2:23][C:22]([O:41][CH2:46][CH3:47])=[O:43])=[CH:25][C:26]=1[OH:30], predict the reactants needed to synthesize it. The reactants are: CC1ON=C(C(NC(C2C=CC(N[C:22](=[O:41])[CH2:23][C:24]3[CH:40]=[CH:39][C:27]4[N:28]=C(NC5C=CC=CC=5C)[O:30][C:26]=4[CH:25]=3)=CC=2)CC(O)=O)=O)C=1.C([O-])=[O:43].[NH4+].[CH2:46](O)[CH3:47]. (4) The reactants are: [CH3:13][C:12]([O:11][C:9](O[C:9]([O:11][C:12]([CH3:15])([CH3:14])[CH3:13])=[O:10])=[O:10])([CH3:15])[CH3:14].[NH2:16][C@:17]1([CH2:32][C:33]#[CH:34])[CH2:22][CH2:21][CH2:20][N:19]([CH2:23][O:24][CH2:25][CH2:26][Si:27]([CH3:30])([CH3:29])[CH3:28])[C:18]1=[O:31]. Given the product [O:31]=[C:18]1[C@@:17]([NH:16][C:9](=[O:10])[O:11][C:12]([CH3:13])([CH3:14])[CH3:15])([CH2:32][C:33]#[CH:34])[CH2:22][CH2:21][CH2:20][N:19]1[CH2:23][O:24][CH2:25][CH2:26][Si:27]([CH3:30])([CH3:29])[CH3:28], predict the reactants needed to synthesize it. (5) Given the product [CH2:34]([O:31][C:29](=[O:30])[CH2:28][C:11]([C@@H:8]1[CH2:9][CH2:10][N:5]([C:3]([O:2][CH3:1])=[O:4])[C@@H:6]([CH2:14][C:15]([CH3:23])([C:17]2[CH:22]=[CH:21][CH:20]=[CH:19][CH:18]=2)[CH3:16])[CH2:7]1)=[O:12])[CH3:35].[CH2:42]([O:31][C:29](=[O:30])[CH2:28][C:27]([C@H:8]1[CH2:9][CH2:10][N:5]([C:3]([O:2][CH3:1])=[O:4])[C@@H:6]([CH2:14][C:15]([CH3:16])([C:17]2[CH:18]=[CH:19][CH:20]=[CH:21][CH:22]=2)[CH3:23])[CH2:7]1)=[O:33])[CH3:43], predict the reactants needed to synthesize it. The reactants are: [CH3:1][O:2][C:3]([N:5]1[CH2:10][CH2:9][CH:8]([C:11](O)=[O:12])[CH2:7][CH:6]1[CH2:14][C:15]([CH3:23])([C:17]1[CH:22]=[CH:21][CH:20]=[CH:19][CH:18]=1)[CH3:16])=[O:4].[Cl-].[Mg+2].[Cl-].[C:27]([OH:33])(=O)[CH2:28][C:29]([OH:31])=[O:30].[CH2:34]([K])[CH3:35].C(N1C=CN=C1)(N1[CH:43]=[CH:42]N=C1)=O. (6) Given the product [CH3:1][O:2][C:3]1[CH:4]=[C:5]([O:21][CH3:22])[C:6]2[S:10][C:9]([C:11]3[CH:12]=[CH:13][C:14]([NH2:17])=[CH:15][CH:16]=3)=[N:8][C:7]=2[CH:20]=1, predict the reactants needed to synthesize it. The reactants are: [CH3:1][O:2][C:3]1[CH:4]=[C:5]([O:21][CH3:22])[C:6]2[S:10][C:9]([C:11]3[CH:16]=[CH:15][C:14]([N+:17]([O-])=O)=[CH:13][CH:12]=3)=[N:8][C:7]=2[CH:20]=1.O.O.Cl[Sn]Cl.